This data is from Reaction yield outcomes from USPTO patents with 853,638 reactions. The task is: Predict the reaction yield, written as a fraction of the theoretical maximum amount of product (1.0 means a 100% yield; for example, 0.34 means a 34% yield). (1) The reactants are [C:1]1([As](C2C=CC=CC=2)C2C=CC=CC=2)C=CC=CC=1.FC(F)(F)S(O[C:26]1[CH2:30][C@@H:29]([CH2:31][O:32][Si:33]([C:36]([CH3:39])([CH3:38])[CH3:37])([CH3:35])[CH3:34])[N:28]([C:40](=[O:63])[C:41]2[CH:46]=[C:45]([O:47][CH3:48])[C:44]([O:49][Si:50]([CH:57]([CH3:59])[CH3:58])([CH:54]([CH3:56])[CH3:55])[CH:51]([CH3:53])[CH3:52])=[CH:43][C:42]=2[N+:60]([O-:62])=[O:61])[CH:27]=1)(=O)=O.CB(O)O.[O-]P([O-])([O-])=O.[K+].[K+].[K+]. The catalyst is O1CCOCC1.[Ag]=O.C1C=CC(C#N)=CC=1.C1C=CC(C#N)=CC=1.Cl[Pd]Cl. The product is [Si:33]([O:32][CH2:31][C@@H:29]1[CH2:30][C:26]([CH3:1])=[CH:27][N:28]1[C:40]([C:41]1[CH:46]=[C:45]([O:47][CH3:48])[C:44]([O:49][Si:50]([CH:57]([CH3:58])[CH3:59])([CH:54]([CH3:56])[CH3:55])[CH:51]([CH3:53])[CH3:52])=[CH:43][C:42]=1[N+:60]([O-:62])=[O:61])=[O:63])([C:36]([CH3:38])([CH3:37])[CH3:39])([CH3:34])[CH3:35]. The yield is 0.550. (2) The reactants are [C:1]([SiH2:5][O:6][C:7]([CH3:18])([CH3:17])[C:8]1[CH:9]=[C:10]([CH:13]=[CH:14][C:15]=1[Cl:16])[CH:11]=O)([CH3:4])([CH3:3])[CH3:2].C([O-])(O)=O.[Na+].[NH2:24][OH:25].Cl.CC(O)=O. The catalyst is CC#N.CCCC[N+](CCCC)(CCCC)CCCC.[Cl-].O. The product is [C:1]([SiH2:5][O:6][C:7]([CH3:18])([CH3:17])[C:8]1[CH:9]=[C:10]([CH:13]=[CH:14][C:15]=1[Cl:16])[CH:11]=[N:24][OH:25])([CH3:4])([CH3:3])[CH3:2]. The yield is 0.980. (3) The reactants are [H-].[Na+].[C:3]([O:7][C:8]([N:10]1[CH2:15][CH2:14][N:13]([C:16]2[CH:17]=[CH:18][CH:19]=[C:20]3[C:24]=2[NH:23][CH:22]=[CH:21]3)[CH2:12][CH2:11]1)=[O:9])([CH3:6])([CH3:5])[CH3:4].[Cl:25][C:26]1[CH:27]=[C:28]([S:32][S:32][C:28]2[CH:29]=[CH:30][CH:31]=[C:26]([Cl:25])[CH:27]=2)[CH:29]=[CH:30][CH:31]=1.O.[CH3:42]N(C=O)C. The product is [C:3]([O:7][C:8]([N:10]1[CH2:15][CH2:14][N:13]([C:16]2[CH:17]=[CH:18][CH:19]=[C:20]3[C:24]=2[N:23]([CH3:42])[CH:22]=[C:21]3[S:32][C:28]2[CH:29]=[CH:30][CH:31]=[C:26]([Cl:25])[CH:27]=2)[CH2:12][CH2:11]1)=[O:9])([CH3:6])([CH3:4])[CH3:5]. The yield is 0.790. The catalyst is C(OCC)C. (4) The reactants are I[CH2:2][CH2:3][CH2:4][C:5]#[C:6][C@H:7]1[CH2:12][CH2:11][C@H:10]([N:13]([CH3:27])[S:14]([C:17]2[CH:22]=[CH:21][C:20]([C:23]([F:26])([F:25])[F:24])=[CH:19][CH:18]=2)(=[O:16])=[O:15])[CH2:9][CH2:8]1.[CH3:28][NH:29][CH2:30][CH2:31][CH3:32]. The catalyst is CO. The product is [CH3:27][N:13]([C@H:10]1[CH2:11][CH2:12][C@H:7]([C:6]#[C:5][CH2:4][CH2:3][CH2:2][N:29]([CH3:28])[CH2:30][CH2:31][CH3:32])[CH2:8][CH2:9]1)[S:14]([C:17]1[CH:22]=[CH:21][C:20]([C:23]([F:26])([F:25])[F:24])=[CH:19][CH:18]=1)(=[O:16])=[O:15]. The yield is 0.470. (5) No catalyst specified. The reactants are [NH2:1][C:2]1[O:6][N:5]=[C:4]([CH3:7])[C:3]=1[Br:8].[Cl:9][C:10]1[CH:23]=[CH:22][C:13]2[S:14][C:15]([S:18](Cl)(=[O:20])=[O:19])=[C:16]([CH3:17])[C:12]=2[CH:11]=1. The product is [Br:8][C:3]1[C:4]([CH3:7])=[N:5][O:6][C:2]=1[NH:1][S:18]([C:15]1[S:14][C:13]2[CH:22]=[CH:23][C:10]([Cl:9])=[CH:11][C:12]=2[C:16]=1[CH3:17])(=[O:20])=[O:19]. The yield is 0.180. (6) The reactants are [NH2:1][C:2]1[N:3]=[CH:4][N:5]([C:7]([C:20]2[CH:25]=[CH:24][CH:23]=[CH:22][CH:21]=2)([C:14]2[CH:19]=[CH:18][CH:17]=[CH:16][CH:15]=2)[C:8]2[CH:13]=[CH:12][CH:11]=[CH:10][CH:9]=2)[CH:6]=1.C(N(CC)CC)C.[C:33](Cl)(=[O:40])[C:34]1[CH:39]=[CH:38][CH:37]=[CH:36][CH:35]=1. The catalyst is ClCCl. The product is [C:7]([N:5]1[CH:6]=[C:2]([NH:1][C:33](=[O:40])[C:34]2[CH:39]=[CH:38][CH:37]=[CH:36][CH:35]=2)[N:3]=[CH:4]1)([C:14]1[CH:15]=[CH:16][CH:17]=[CH:18][CH:19]=1)([C:8]1[CH:9]=[CH:10][CH:11]=[CH:12][CH:13]=1)[C:20]1[CH:25]=[CH:24][CH:23]=[CH:22][CH:21]=1. The yield is 0.920. (7) The reactants are [F:1][C:2]([F:13])([F:12])[CH2:3]OS(C(F)(F)F)(=O)=O.CN(C)C=O.[Cl:19][C:20]1[N:28]=[C:27]2[C:23]([N:24]=[CH:25][NH:26]2)=[C:22]([N:29]2[CH2:34][CH2:33][O:32][CH2:31][C@@H:30]2[CH3:35])[N:21]=1.C(=O)([O-])[O-].[K+].[K+]. The catalyst is O. The product is [Cl:19][C:20]1[N:28]=[C:27]2[C:23]([N:24]=[CH:25][N:26]2[CH2:3][C:2]([F:13])([F:12])[F:1])=[C:22]([N:29]2[CH2:34][CH2:33][O:32][CH2:31][C@@H:30]2[CH3:35])[N:21]=1. The yield is 0.760. (8) The reactants are [CH3:1][C:2]1([C:17]2[CH:18]=[C:19]([NH:23][S:24]([CH3:27])(=[O:26])=[O:25])[CH:20]=[CH:21][CH:22]=2)[CH:7]2[CH:3]1[CH2:4][N:5]([CH2:8][CH2:9][CH2:10][C:11]1[CH:16]=[CH:15][CH:14]=[CH:13][CH:12]=1)[CH2:6]2.[C:28]([OH:35])(=[O:34])[CH2:29][CH2:30][C:31]([OH:33])=[O:32]. No catalyst specified. The product is [C:28]([OH:35])(=[O:34])[CH2:29][CH2:30][C:31]([OH:33])=[O:32].[CH3:1][C:2]1([C:17]2[CH:18]=[C:19]([NH:23][S:24]([CH3:27])(=[O:26])=[O:25])[CH:20]=[CH:21][CH:22]=2)[CH:7]2[CH:3]1[CH2:4][N:5]([CH2:8][CH2:9][CH2:10][C:11]1[CH:16]=[CH:15][CH:14]=[CH:13][CH:12]=1)[CH2:6]2. The yield is 0.540. (9) The reactants are [CH3:1][O:2][C:3]1[CH:8]=[CH:7][C:6]([C:9]#[C:10][C:11]2[CH:16]=[CH:15][N:14]=[CH:13][CH:12]=2)=[CH:5][CH:4]=1.C[Si]([N:21]=[N+:22]=[N-:23])(C)C. No catalyst specified. The product is [CH3:1][O:2][C:3]1[CH:4]=[CH:5][C:6]([C:9]2[NH:23][N:22]=[N:21][C:10]=2[C:11]2[CH:12]=[CH:13][N:14]=[CH:15][CH:16]=2)=[CH:7][CH:8]=1. The yield is 0.530. (10) The reactants are [CH2:1]([N:8]1[CH2:13][C@H:12]([O:14][Si:15]([C:18]([CH3:21])([CH3:20])[CH3:19])([CH3:17])[CH3:16])[CH2:11][C@H:10]([O:22]C(=O)C2C=CC=CC=2)[CH2:9]1)[C:2]1[CH:7]=[CH:6][CH:5]=[CH:4][CH:3]=1. The catalyst is O1CCOCC1.[OH-].[Na+]. The product is [CH2:1]([N:8]1[CH2:13][C@H:12]([O:14][Si:15]([C:18]([CH3:20])([CH3:19])[CH3:21])([CH3:16])[CH3:17])[CH2:11][C@H:10]([OH:22])[CH2:9]1)[C:2]1[CH:3]=[CH:4][CH:5]=[CH:6][CH:7]=1. The yield is 0.170.